This data is from Catalyst prediction with 721,799 reactions and 888 catalyst types from USPTO. The task is: Predict which catalyst facilitates the given reaction. (1) Reactant: [Cl:1][C:2]1[N:7]=[C:6]([N:8]([CH3:18])[C:9]2[CH:10]=[C:11]3[C:15](=[CH:16][CH:17]=2)[NH:14][N:13]=[CH:12]3)[CH:5]=[CH:4][N:3]=1.[CH3:19][C:20]([O:23][C:24](O[C:24]([O:23][C:20]([CH3:22])([CH3:21])[CH3:19])=[O:25])=[O:25])([CH3:22])[CH3:21]. Product: [Cl:1][C:2]1[N:7]=[C:6]([N:8]([CH3:18])[C:9]2[CH:10]=[C:11]3[C:15](=[CH:16][CH:17]=2)[N:14]([C:24]([O:23][C:20]([CH3:22])([CH3:21])[CH3:19])=[O:25])[N:13]=[CH:12]3)[CH:5]=[CH:4][N:3]=1. The catalyst class is: 64. (2) The catalyst class is: 3. Reactant: Cl[C:2]1[C:7]([C:8]2[CH:13]=[CH:12][CH:11]=[CH:10][CH:9]=2)=[C:6]([C:14]2[CH:19]=[CH:18][CH:17]=[CH:16][CH:15]=2)[N:5]=[C:4]([C:20]([F:23])([F:22])[F:21])[N:3]=1.[N:24]1[CH:29]=[CH:28][CH:27]=[CH:26][C:25]=1[N:30]1[CH2:35][CH2:34][NH:33][CH2:32][CH2:31]1.C(=O)([O-])[O-].[K+].[K+]. Product: [C:14]1([C:6]2[C:7]([C:8]3[CH:13]=[CH:12][CH:11]=[CH:10][CH:9]=3)=[C:2]([N:33]3[CH2:34][CH2:35][N:30]([C:25]4[CH:26]=[CH:27][CH:28]=[CH:29][N:24]=4)[CH2:31][CH2:32]3)[N:3]=[C:4]([C:20]([F:23])([F:22])[F:21])[N:5]=2)[CH:19]=[CH:18][CH:17]=[CH:16][CH:15]=1. (3) Product: [CH3:22][C:3]1[C:2]([N:24]([CH3:23])[CH:25]([CH3:27])[CH3:26])=[N:11][C:10]2[C:5](=[CH:6][CH:7]=[CH:8][C:9]=2[C:12]2[NH:20][C:19]3[CH2:18][CH2:17][NH:16][C:15](=[O:21])[C:14]=3[CH:13]=2)[N:4]=1. Reactant: F[C:2]1[C:3]([CH3:22])=[N:4][C:5]2[C:10]([N:11]=1)=[C:9]([C:12]1[NH:20][C:19]3[CH2:18][CH2:17][NH:16][C:15](=[O:21])[C:14]=3[CH:13]=1)[CH:8]=[CH:7][CH:6]=2.[CH3:23][NH:24][CH:25]([CH3:27])[CH3:26]. The catalyst class is: 16.